Dataset: hERG potassium channel inhibition data for cardiac toxicity prediction from Karim et al.. Task: Regression/Classification. Given a drug SMILES string, predict its toxicity properties. Task type varies by dataset: regression for continuous values (e.g., LD50, hERG inhibition percentage) or binary classification for toxic/non-toxic outcomes (e.g., AMES mutagenicity, cardiotoxicity, hepatotoxicity). Dataset: herg_karim. The drug is CC#Cc1cncc(-c2cccc([C@@]3(c4cc(C)c(=O)n(CC)c4)N=C(N)c4c(F)cc(F)cc43)c2)c1. The result is 1 (blocker).